Dataset: Full USPTO retrosynthesis dataset with 1.9M reactions from patents (1976-2016). Task: Predict the reactants needed to synthesize the given product. (1) Given the product [Br:15][C:11]1[CH:10]=[CH:9][C:8]2[N:7]3[CH2:16][CH:4]([NH:1][C:42](=[O:43])[O:44][C:45]([CH3:48])([CH3:47])[CH3:46])[CH2:5][C:6]3=[CH:14][C:13]=2[CH:12]=1, predict the reactants needed to synthesize it. The reactants are: [N:1]([CH:4]1[CH2:16][N:7]2[C:8]3[CH:9]=[CH:10][C:11]([Br:15])=[CH:12][C:13]=3[CH:14]=[C:6]2[CH2:5]1)=[N+]=[N-].C1(P(C2C=CC=CC=2)C2C=CC=CC=2)C=CC=CC=1.O.C([O-])(O)=O.[Na+].[C:42](O[C:42]([O:44][C:45]([CH3:48])([CH3:47])[CH3:46])=[O:43])([O:44][C:45]([CH3:48])([CH3:47])[CH3:46])=[O:43]. (2) Given the product [CH:1]1([CH:7]2[CH2:11][CH2:10][N:9]([CH2:12][C:13]3[C:18]([Cl:19])=[CH:17][C:16]([OH:20])=[CH:15][C:14]=3[Cl:22])[C:8]2=[O:23])[CH2:2][CH2:3][CH2:4][CH2:5][CH2:6]1, predict the reactants needed to synthesize it. The reactants are: [CH:1]1([CH:7]2[CH2:11][CH2:10][N:9]([CH2:12][C:13]3[C:18]([Cl:19])=[CH:17][C:16]([O:20]C)=[CH:15][C:14]=3[Cl:22])[C:8]2=[O:23])[CH2:6][CH2:5][CH2:4][CH2:3][CH2:2]1.B(Br)(Br)Br. (3) Given the product [Cl:21][C:20]1[C:14]2[C:15](=[N:16][N:12]([CH2:8][CH2:9][C:10]#[C:11][C:2]3[CH:7]=[CH:6][CH:5]=[CH:4][N:3]=3)[N:13]=2)[CH:17]=[CH:18][CH:19]=1.[N:13]1[NH:12][N:16]=[C:15]2[CH:17]=[CH:18][CH:19]=[CH:20][C:14]=12, predict the reactants needed to synthesize it. The reactants are: Br[C:2]1[CH:7]=[CH:6][CH:5]=[CH:4][N:3]=1.[CH2:8]([N:12]1[N:16]=[C:15]2[CH:17]=[CH:18][CH:19]=[C:20]([Cl:21])[C:14]2=[N:13]1)[CH2:9][C:10]#[CH:11]. (4) Given the product [OH:10][C:9]1[CH:8]=[C:7]([OH:11])[CH:6]=[CH:5][C:4]=1[C:2](=[N:13][OH:14])[CH3:1], predict the reactants needed to synthesize it. The reactants are: [CH3:1][C:2]([C:4]1[CH:5]=[CH:6][C:7]([OH:11])=[CH:8][C:9]=1[OH:10])=O.Cl.[NH2:13][OH:14].C([O-])(=O)C.[Na+]. (5) The reactants are: [F:1][C:2]1[CH:30]=[CH:29][C:5]([CH2:6][NH:7][C:8]([C:10]2[N:11]=[C:12]([C:19]([NH:22][C:23](=[O:28])[C:24]([O:26]C)=O)([CH3:21])[CH3:20])[N:13]([CH3:18])[C:14](=[O:17])[C:15]=2[OH:16])=[O:9])=[CH:4][CH:3]=1.NC([C:35]1[N:36](C)[C:37](=O)C(O)=C(C(NCC2C=CC(F)=CC=2)=O)N=1)(C)C.C(N(CC)CC)C.ClC(=O)C(OC)=O. Given the product [F:1][C:2]1[CH:30]=[CH:29][C:5]([CH2:6][NH:7][C:8]([C:10]2[N:11]=[C:12]([C:19]([NH:22][C:23](=[O:28])[C:24]([N:36]([CH3:37])[CH3:35])=[O:26])([CH3:20])[CH3:21])[N:13]([CH3:18])[C:14](=[O:17])[C:15]=2[OH:16])=[O:9])=[CH:4][CH:3]=1, predict the reactants needed to synthesize it.